From a dataset of Full USPTO retrosynthesis dataset with 1.9M reactions from patents (1976-2016). Predict the reactants needed to synthesize the given product. (1) Given the product [CH3:18][C:11]1([CH3:19])[CH2:10][C@H:9]([NH:8][C:6]2[C:5]([F:20])=[CH:4][N:3]=[C:2]([NH:36][C:35]3[CH:37]=[CH:38][C:32]([O:31][CH:28]4[CH2:27][CH2:26][N:25]([CH:23]5[CH2:24][O:21][CH2:22]5)[CH2:30][CH2:29]4)=[C:33]([C:39]([F:42])([F:41])[F:40])[CH:34]=3)[N:7]=2)[CH2:17][C@H:16]2[N:12]1[CH2:13][CH2:14][CH2:15]2, predict the reactants needed to synthesize it. The reactants are: Cl[C:2]1[N:7]=[C:6]([NH:8][C@@H:9]2[CH2:17][C@H:16]3[N:12]([CH2:13][CH2:14][CH2:15]3)[C:11]([CH3:19])([CH3:18])[CH2:10]2)[C:5]([F:20])=[CH:4][N:3]=1.[O:21]1[CH2:24][CH:23]([N:25]2[CH2:30][CH2:29][CH:28]([O:31][C:32]3[CH:38]=[CH:37][C:35]([NH2:36])=[CH:34][C:33]=3[C:39]([F:42])([F:41])[F:40])[CH2:27][CH2:26]2)[CH2:22]1.CC1C=CC(S(O)(=O)=O)=CC=1. (2) Given the product [CH2:1]([O:3][C:4](=[O:22])[CH2:5][C:6]1[CH:11]=[CH:10][CH:9]=[C:8]([O:12][C:13]2[CH:18]=[CH:17][C:16]([Br:19])=[CH:15][C:14]=2[CH2:20][S:31][CH2:30][CH2:29][C:23]2[CH:28]=[CH:27][CH:26]=[CH:25][CH:24]=2)[CH:7]=1)[CH3:2], predict the reactants needed to synthesize it. The reactants are: [CH2:1]([O:3][C:4](=[O:22])[CH2:5][C:6]1[CH:11]=[CH:10][CH:9]=[C:8]([O:12][C:13]2[CH:18]=[CH:17][C:16]([Br:19])=[CH:15][C:14]=2[CH2:20]Br)[CH:7]=1)[CH3:2].[C:23]1([CH2:29][CH2:30][SH:31])[CH:28]=[CH:27][CH:26]=[CH:25][CH:24]=1. (3) Given the product [C:20]1([CH2:19][N:13]2[C:12]3[CH2:11][CH2:10][CH2:9][C:8](=[O:18])[C:7]=3[C:6]3[C:14]2=[CH:15][CH:16]=[CH:17][C:5]=3[C:1]([O:3][CH3:4])=[O:2])[CH:25]=[CH:24][CH:23]=[CH:22][CH:21]=1, predict the reactants needed to synthesize it. The reactants are: [C:1]([C:5]1[CH:17]=[CH:16][CH:15]=[C:14]2[C:6]=1[C:7]1[C:8](=[O:18])[CH2:9][CH2:10][CH2:11][C:12]=1[NH:13]2)([O:3][CH3:4])=[O:2].[CH2:19](Br)[C:20]1[CH:25]=[CH:24][CH:23]=[CH:22][CH:21]=1.C(=O)([O-])[O-].[K+].[K+]. (4) The reactants are: [Si]([O:8][C@H:9]([C:35]1[CH:40]=[CH:39][C:38]([OH:41])=[C:37]([CH2:42][OH:43])[CH:36]=1)[CH2:10][NH:11][C@H:12]([CH3:34])[CH2:13][C:14]1[CH:15]=[C:16]([CH2:20][CH2:21][C:22]([NH:24][CH:25]2[CH2:33][C:32]3[C:27](=[CH:28][CH:29]=[CH:30][CH:31]=3)[CH2:26]2)=[O:23])[CH:17]=[CH:18][CH:19]=1)(C(C)(C)C)(C)C.CO.O.ClCCl. Given the product [NH3:11].[CH2:26]1[C:27]2[C:32](=[CH:31][CH:30]=[CH:29][CH:28]=2)[CH2:33][CH:25]1[NH:24][C:22](=[O:23])[CH2:21][CH2:20][C:16]1[CH:17]=[CH:18][CH:19]=[C:14]([CH2:13][C@H:12]([NH:11][CH2:10][C@H:9]([OH:8])[C:35]2[CH:40]=[CH:39][C:38]([OH:41])=[C:37]([CH2:42][OH:43])[CH:36]=2)[CH3:34])[CH:15]=1, predict the reactants needed to synthesize it. (5) The reactants are: [CH3:1][N:2]1[CH:6]=[C:5]([C:7](O)=[O:8])[C:4]([CH3:10])=[N:3]1.C(Cl)(=O)C([Cl:14])=O.CN(C)C=O. Given the product [CH3:1][N:2]1[CH:6]=[C:5]([C:7]([Cl:14])=[O:8])[C:4]([CH3:10])=[N:3]1, predict the reactants needed to synthesize it. (6) The reactants are: C([O:8][C:9]1[CH:14]=[CH:13][N:12]([CH2:15][CH2:16][C:17]([CH3:27])([S:23]([CH3:26])(=[O:25])=[O:24])[C:18]([O:20][CH2:21][CH3:22])=[O:19])[C:11](=[O:28])[CH:10]=1)C1C=CC=CC=1.C1CCCCC=1. Given the product [OH:8][C:9]1[CH:14]=[CH:13][N:12]([CH2:15][CH2:16][C:17]([CH3:27])([S:23]([CH3:26])(=[O:25])=[O:24])[C:18]([O:20][CH2:21][CH3:22])=[O:19])[C:11](=[O:28])[CH:10]=1, predict the reactants needed to synthesize it. (7) Given the product [Br:12][C:3]1[C:4]2[CH:9]=[CH:8][C:7]([C:10]#[N:11])=[CH:6][C:5]=2[S:1][CH:2]=1, predict the reactants needed to synthesize it. The reactants are: [S:1]1[C:5]2[CH:6]=[C:7]([C:10]#[N:11])[CH:8]=[CH:9][C:4]=2[CH:3]=[CH:2]1.[Br:12]N1C(=O)CCC1=O. (8) The reactants are: [Br:1][C:2]1[CH:7]=[CH:6][C:5]([S:8](Cl)(=[O:10])=[O:9])=[C:4]([O:12][C:13]([F:16])([F:15])[F:14])[CH:3]=1.[CH:17]1([NH2:21])[CH2:20][CH2:19][CH2:18]1. Given the product [Br:1][C:2]1[CH:7]=[CH:6][C:5]([S:8]([NH:21][CH:17]2[CH2:20][CH2:19][CH2:18]2)(=[O:10])=[O:9])=[C:4]([O:12][C:13]([F:16])([F:15])[F:14])[CH:3]=1, predict the reactants needed to synthesize it. (9) Given the product [Cl:1][C:2]1[C:10]2[N:9]=[C:8]([NH:11][C:12]3[CH:13]=[N:14][C:15]([O:19][CH3:20])=[CH:16][C:17]=3[CH3:18])[N:7]([CH2:21][CH2:22][CH2:23][CH2:24][OH:25])[C:6]=2[C:5]([CH:29]([CH2:32][CH3:33])[CH2:30][CH3:31])=[CH:4][CH:3]=1, predict the reactants needed to synthesize it. The reactants are: [Cl:1][C:2]1[C:10]2[N:9]=[C:8]([NH:11][C:12]3[CH:13]=[N:14][C:15]([O:19][CH3:20])=[CH:16][C:17]=3[CH3:18])[N:7]([CH2:21][CH2:22][CH2:23][C:24](OCC)=[O:25])[C:6]=2[C:5]([CH:29]([CH2:32][CH3:33])[CH2:30][CH3:31])=[CH:4][CH:3]=1.[BH4-].[Li+].O.